This data is from Forward reaction prediction with 1.9M reactions from USPTO patents (1976-2016). The task is: Predict the product of the given reaction. (1) Given the reactants N1C=CC=C(CN)C=1.[F:9][C:10]1[CH:11]=[C:12]([CH:15]=[CH:16][C:17]=1[F:18])[CH2:13][NH2:14].[F:19][C:20]1[CH:42]=[CH:41][C:23]([CH2:24][N:25]2[C@@H:29]([CH3:30])[CH2:28][N:27]([C:31]3[S:32][C:33]([C:37](O)=[O:38])=[C:34]([CH3:36])[N:35]=3)[C:26]2=[O:40])=[CH:22][CH:21]=1, predict the reaction product. The product is: [F:9][C:10]1[CH:11]=[C:12]([CH:15]=[CH:16][C:17]=1[F:18])[CH2:13][NH:14][C:37]([C:33]1[S:32][C:31]([N:27]2[CH2:28][C@H:29]([CH3:30])[N:25]([CH2:24][C:23]3[CH:41]=[CH:42][C:20]([F:19])=[CH:21][CH:22]=3)[C:26]2=[O:40])=[N:35][C:34]=1[CH3:36])=[O:38]. (2) Given the reactants [C:1]([CH2:6][C:7]([O:9][CH2:10][CH3:11])=[O:8])(=O)[CH2:2][CH2:3][CH3:4].[NH3:12].C(O)(=O)C.[C:17]1(=O)[CH:22]=[CH:21][C:20](=[O:23])[CH:19]=[CH:18]1, predict the reaction product. The product is: [CH2:10]([O:9][C:7]([C:6]1[C:18]2[C:17](=[CH:22][CH:21]=[C:20]([OH:23])[CH:19]=2)[NH:12][C:1]=1[CH2:2][CH2:3][CH3:4])=[O:8])[CH3:11].